This data is from Catalyst prediction with 721,799 reactions and 888 catalyst types from USPTO. The task is: Predict which catalyst facilitates the given reaction. Reactant: [Cl:1][C:2]1[CH:27]=[CH:26][C:5]([CH2:6][N:7]([S:17]([C:20]2[CH:24]=[CH:23][N:22]([CH3:25])[N:21]=2)(=[O:19])=[O:18])[C:8]2[CH:9]=[C:10]([CH:14]=[CH:15][CH:16]=2)[C:11](O)=[O:12])=[CH:4][CH:3]=1.C(N(C(C)C)CC)(C)C.CN(C(ON1N=NC2C=CC=NC1=2)=[N+](C)C)C.F[P-](F)(F)(F)(F)F.[NH2:61][CH2:62][CH2:63][OH:64]. Product: [Cl:1][C:2]1[CH:3]=[CH:4][C:5]([CH2:6][N:7]([S:17]([C:20]2[CH:24]=[CH:23][N:22]([CH3:25])[N:21]=2)(=[O:18])=[O:19])[C:8]2[CH:9]=[C:10]([CH:14]=[CH:15][CH:16]=2)[C:11]([NH:61][CH2:62][CH2:63][OH:64])=[O:12])=[CH:26][CH:27]=1. The catalyst class is: 10.